The task is: Binary Classification. Given a drug SMILES string, predict its activity (active/inactive) in a high-throughput screening assay against a specified biological target.. This data is from KCNQ2 potassium channel screen with 302,405 compounds. The molecule is s1c(C(=O)Nc2cc(ccc2)c2ocnn2)ccc1. The result is 0 (inactive).